Dataset: Forward reaction prediction with 1.9M reactions from USPTO patents (1976-2016). Task: Predict the product of the given reaction. (1) The product is: [CH2:25]([C:19]1[CH:18]=[C:17]([CH2:16][CH:11]([NH:10][C:30]([N:28]2[CH2:29][CH2:34][CH:35]([N:38]3[CH2:47][C:46]4[C:41](=[CH:42][CH:43]=[CH:44][CH:45]=4)[NH:40][C:39]3=[O:48])[CH2:36][CH2:27]2)=[O:31])[C:12]([O:14][CH3:15])=[O:13])[CH:22]=[CH:21][C:20]=1[CH2:23][CH3:24])[CH3:26]. Given the reactants C(N(C(C)C)C(C)C)C.[NH2:10][CH:11]([CH2:16][C:17]1[CH:22]=[CH:21][C:20]([CH2:23][CH3:24])=[C:19]([CH2:25][CH3:26])[CH:18]=1)[C:12]([O:14][CH3:15])=[O:13].[CH3:27][N:28]([CH:30]=[O:31])[CH3:29].N1C[CH2:36][CH:35]([N:38]2[CH2:47][C:46]3[C:41](=[CH:42][CH:43]=[CH:44][CH:45]=3)[NH:40][C:39]2=[O:48])[CH2:34]C1, predict the reaction product. (2) Given the reactants [Cl:1][C:2]1[C:3]([C:26]2[N:30]3[CH:31]=[CH:32][C:33](Cl)=[CH:34][C:29]3=[N:28][CH:27]=2)=[N:4][C:5]([NH:8][C:9]2[CH:14]=[CH:13][C:12]([N:15]3[CH2:20][CH2:19][N:18]([C:21](=[O:23])[CH3:22])[CH2:17][CH2:16]3)=[CH:11][C:10]=2[O:24][CH3:25])=[N:6][CH:7]=1.[NH:36]1[CH2:40][CH2:39][CH2:38][CH2:37]1, predict the reaction product. The product is: [Cl:1][C:2]1[C:3]([C:26]2[N:30]3[CH:31]=[CH:32][C:33]([N:36]4[CH2:40][CH2:39][CH2:38][CH2:37]4)=[CH:34][C:29]3=[N:28][CH:27]=2)=[N:4][C:5]([NH:8][C:9]2[CH:14]=[CH:13][C:12]([N:15]3[CH2:16][CH2:17][N:18]([C:21](=[O:23])[CH3:22])[CH2:19][CH2:20]3)=[CH:11][C:10]=2[O:24][CH3:25])=[N:6][CH:7]=1. (3) Given the reactants [CH2:1]([O:3][C:4](=[O:22])[CH2:5][C:6]1[CH:11]=[CH:10][CH:9]=[C:8]([O:12][C:13]2[CH:18]=[CH:17][C:16]([Br:19])=[CH:15][C:14]=2[CH2:20]Br)[CH:7]=1)[CH3:2].[C:23]1([SH:29])[CH:28]=[CH:27][CH:26]=[CH:25][CH:24]=1.[H-].[Na+], predict the reaction product. The product is: [CH2:1]([O:3][C:4](=[O:22])[CH2:5][C:6]1[CH:11]=[CH:10][CH:9]=[C:8]([O:12][C:13]2[CH:18]=[CH:17][C:16]([Br:19])=[CH:15][C:14]=2[CH2:20][S:29][C:23]2[CH:28]=[CH:27][CH:26]=[CH:25][CH:24]=2)[CH:7]=1)[CH3:2]. (4) Given the reactants [NH3:1].[Br:2][C:3]1[CH:8]=[CH:7][C:6]([O:9][CH3:10])=[C:5]([CH3:11])[C:4]=1[CH2:12]Cl, predict the reaction product. The product is: [Br:2][C:3]1[C:4]([CH2:12][NH2:1])=[C:5]([CH3:11])[C:6]([O:9][CH3:10])=[CH:7][CH:8]=1. (5) Given the reactants [Cl:1][C:2]1[CH:3]=[C:4]([N:16]2[CH2:21][CH2:20][O:19][CH2:18][CH2:17]2)[CH:5]=[CH:6][C:7]=1[CH2:8][N:9]1[CH2:14][CH2:13][NH:12][C@@H:11]([CH3:15])[CH2:10]1.CC#N.[CH2:25]1[C:30](=[O:31])[N:29]([O:32][C:33](ON2C(=O)CCC2=O)=[O:34])[C:27](=[O:28])[CH2:26]1.C(N(CC)CC)C, predict the reaction product. The product is: [Cl:1][C:2]1[CH:3]=[C:4]([N:16]2[CH2:21][CH2:20][O:19][CH2:18][CH2:17]2)[CH:5]=[CH:6][C:7]=1[CH2:8][N:9]1[CH2:14][CH2:13][N:12]([C:33]([O:32][N:29]2[C:30](=[O:31])[CH2:25][CH2:26][C:27]2=[O:28])=[O:34])[C@@H:11]([CH3:15])[CH2:10]1. (6) Given the reactants [CH2:1]([N:5]1[C:10](=[O:11])[C:9]([CH2:12]OS(C)(=O)=O)=[CH:8][C:7]([C:18]2[CH:23]=[CH:22][C:21]([S:24]([CH3:26])=[O:25])=[CH:20][CH:19]=2)=[N:6]1)[CH:2]([CH3:4])[CH3:3].[CH3:27][N:28]1[CH2:33][CH2:32][NH:31][CH2:30][CH2:29]1, predict the reaction product. The product is: [CH2:1]([N:5]1[C:10](=[O:11])[C:9]([CH2:12][N:31]2[CH2:32][CH2:33][N:28]([CH3:27])[CH2:29][CH2:30]2)=[CH:8][C:7]([C:18]2[CH:23]=[CH:22][C:21]([S:24]([CH3:26])=[O:25])=[CH:20][CH:19]=2)=[N:6]1)[CH:2]([CH3:4])[CH3:3]. (7) Given the reactants [F:1][C:2]([F:48])([F:47])[C:3]1[CH:4]=[C:5]([CH:40]=[C:41]([C:43]([F:46])([F:45])[F:44])[CH:42]=1)[CH2:6][N:7]([CH2:15][C:16]1[CH:21]=[C:20]([C:22]([F:25])([F:24])[F:23])[CH:19]=[CH:18][C:17]=1[N:26]([CH2:38][CH3:39])[CH2:27][CH2:28][CH2:29][CH2:30][CH2:31][CH2:32][C:33]([O:35][CH2:36][CH3:37])=[O:34])[C:8]1[N:13]=[CH:12][C:11](Br)=[CH:10][N:9]=1.C(P(C(C)(C)C)C1C=CC=CC=1C1C=CC=CC=1)(C)(C)C.CC(C)([O-])C.[Na+].[NH:76]1[CH2:81][CH2:80][O:79][CH2:78][CH2:77]1.C(=O)(O)[O-].[Na+], predict the reaction product. The product is: [F:1][C:2]([F:48])([F:47])[C:3]1[CH:4]=[C:5]([CH:40]=[C:41]([C:43]([F:46])([F:45])[F:44])[CH:42]=1)[CH2:6][N:7]([CH2:15][C:16]1[CH:21]=[C:20]([C:22]([F:25])([F:24])[F:23])[CH:19]=[CH:18][C:17]=1[N:26]([CH2:38][CH3:39])[CH2:27][CH2:28][CH2:29][CH2:30][CH2:31][CH2:32][C:33]([O:35][CH2:36][CH3:37])=[O:34])[C:8]1[N:13]=[CH:12][C:11]([N:76]2[CH2:81][CH2:80][O:79][CH2:78][CH2:77]2)=[CH:10][N:9]=1. (8) Given the reactants [CH2:1]([O:3][C:4](=[O:29])[C:5]1[CH:10]=[CH:9][CH:8]=[C:7]([N:11]([C:19]2[C:20]3[N:21]([N:26]=[CH:27][N:28]=3)[C:22](Br)=[CH:23][N:24]=2)[C:12]([O:14][C:15]([CH3:18])([CH3:17])[CH3:16])=[O:13])[CH:6]=1)[CH3:2].CC1(C)C(C)(C)OB([C:38]2[CH:39]=[N:40][NH:41][CH:42]=2)O1.C([O-])([O-])=O.[K+].[K+], predict the reaction product. The product is: [CH2:1]([O:3][C:4](=[O:29])[C:5]1[CH:10]=[CH:9][CH:8]=[C:7]([N:11]([C:12]([O:14][C:15]([CH3:18])([CH3:17])[CH3:16])=[O:13])[C:19]2[C:20]3[N:21]([N:26]=[CH:27][N:28]=3)[C:22]([C:38]3[CH:39]=[N:40][NH:41][CH:42]=3)=[CH:23][N:24]=2)[CH:6]=1)[CH3:2]. (9) Given the reactants [NH2:1][CH:2]1[CH2:7][CH2:6][N:5]([CH2:8][CH2:9][N:10]2[C:19]3[C:14](=[N:15][CH:16]=[C:17]([O:20][CH3:21])[CH:18]=3)[CH:13]=[CH:12][C:11]2=[O:22])[CH2:4][CH2:3]1.[Cl:23][C:24]1[CH:25]=[C:26]([CH:32]=O)[CH:27]=[N:28][C:29]=1[CH2:30][OH:31].C(O[BH-](OC(=O)C)OC(=O)C)(=O)C.[Na+].C(O[BH-](OC(=O)C)OC(=O)C)(=O)C, predict the reaction product. The product is: [Cl:23][C:24]1[CH:25]=[C:26]([CH2:32][NH:1][CH:2]2[CH2:3][CH2:4][N:5]([CH2:8][CH2:9][N:10]3[C:19]4[C:14](=[N:15][CH:16]=[C:17]([O:20][CH3:21])[CH:18]=4)[CH:13]=[CH:12][C:11]3=[O:22])[CH2:6][CH2:7]2)[CH:27]=[N:28][C:29]=1[CH2:30][OH:31].